Dataset: Full USPTO retrosynthesis dataset with 1.9M reactions from patents (1976-2016). Task: Predict the reactants needed to synthesize the given product. The reactants are: C[Si]([C:5]#[C:6][C:7]1[CH:8]=[C:9]2[C:14](=[CH:15][CH:16]=1)[CH:13]1[CH:17]([C:18]([O:20]CC)=[O:19])[CH:12]1[CH2:11][CH2:10]2)(C)C.[OH-].[Na+]. Given the product [C:6]([C:7]1[CH:8]=[C:9]2[C:14](=[CH:15][CH:16]=1)[CH:13]1[CH:17]([C:18]([OH:20])=[O:19])[CH:12]1[CH2:11][CH2:10]2)#[CH:5], predict the reactants needed to synthesize it.